Dataset: Forward reaction prediction with 1.9M reactions from USPTO patents (1976-2016). Task: Predict the product of the given reaction. (1) Given the reactants CC1C=CC(S(O[CH2:12][CH:13]2[CH2:17][C:16]3[CH:18]=[C:19]([F:29])[CH:20]=[C:21]([C:22]4[CH:27]=[CH:26][CH:25]=[CH:24][C:23]=4[CH3:28])[C:15]=3[O:14]2)(=O)=O)=CC=1.[N-:30]=[N+:31]=[N-:32].[Na+].N(CC1CC2C=C(Cl)C=C(C3C=CSC=3)C=2O1)=[N+]=[N-], predict the reaction product. The product is: [N:30]([CH2:12][CH:13]1[CH2:17][C:16]2[CH:18]=[C:19]([F:29])[CH:20]=[C:21]([C:22]3[CH:27]=[CH:26][CH:25]=[CH:24][C:23]=3[CH3:28])[C:15]=2[O:14]1)=[N+:31]=[N-:32]. (2) Given the reactants [F:1][C:2]([F:33])([F:32])[C:3]1[CH:4]=[C:5]([CH:25]=[C:26]([C:28]([F:31])([F:30])[F:29])[CH:27]=1)[C:6]([N:8]1[CH2:24][CH2:23][C:11]2([C:15](=[O:16])[NH:14][CH2:13][CH:12]2[C:17]2[CH:22]=[CH:21][CH:20]=[CH:19][CH:18]=2)[CH2:10][CH2:9]1)=[O:7].[CH3:34]I, predict the reaction product. The product is: [F:31][C:28]([F:29])([F:30])[C:26]1[CH:25]=[C:5]([CH:4]=[C:3]([C:2]([F:1])([F:32])[F:33])[CH:27]=1)[C:6]([N:8]1[CH2:9][CH2:10][C:11]2([C:15](=[O:16])[N:14]([CH3:34])[CH2:13][CH:12]2[C:17]2[CH:18]=[CH:19][CH:20]=[CH:21][CH:22]=2)[CH2:23][CH2:24]1)=[O:7]. (3) Given the reactants [NH2:1][CH:2]([CH2:12][C:13]1[CH:18]=[CH:17][CH:16]=[C:15]([C:19]([F:22])([F:21])[F:20])[CH:14]=1)[CH:3]([C:5]1[CH:10]=[CH:9][C:8]([F:11])=[CH:7][CH:6]=1)[OH:4].[CH:23]1([C:29](Cl)=[O:30])[CH2:28][CH2:27][CH2:26][CH2:25][CH2:24]1.C(=O)([O-])O.[Na+], predict the reaction product. The product is: [F:11][C:8]1[CH:7]=[CH:6][C:5]([CH:3]([OH:4])[CH:2]([NH:1][C:29]([CH:23]2[CH2:28][CH2:27][CH2:26][CH2:25][CH2:24]2)=[O:30])[CH2:12][C:13]2[CH:18]=[CH:17][CH:16]=[C:15]([C:19]([F:22])([F:20])[F:21])[CH:14]=2)=[CH:10][CH:9]=1. (4) The product is: [CH3:9][C:3]1[CH:4]=[CH:5][CH:6]=[C:7]([CH3:8])[C:2]=1[N:10]1[CH:14]=[CH:13][N:12]=[CH:11]1. Given the reactants Br[C:2]1[C:7]([CH3:8])=[CH:6][CH:5]=[CH:4][C:3]=1[CH3:9].[NH:10]1[CH:14]=[CH:13][N:12]=[CH:11]1.C(=O)([O-])[O-].[K+].[K+], predict the reaction product. (5) Given the reactants [S:1]([N:11]1[CH2:17][CH:16](O)[CH2:15][N:14]([S:19]([C:22]2[CH:28]=[CH:27][C:25]([CH3:26])=[CH:24][CH:23]=2)(=[O:21])=[O:20])[CH2:13][CH2:12]1)([C:4]1[CH:10]=[CH:9][C:7]([CH3:8])=[CH:6][CH:5]=1)(=[O:3])=[O:2].CCN(S(F)(F)[F:35])CC, predict the reaction product. The product is: [F:35][CH:16]1[CH2:17][N:11]([S:1]([C:4]2[CH:10]=[CH:9][C:7]([CH3:8])=[CH:6][CH:5]=2)(=[O:3])=[O:2])[CH2:12][CH2:13][N:14]([S:19]([C:22]2[CH:28]=[CH:27][C:25]([CH3:26])=[CH:24][CH:23]=2)(=[O:21])=[O:20])[CH2:15]1.